Predict the product of the given reaction. From a dataset of Forward reaction prediction with 1.9M reactions from USPTO patents (1976-2016). Given the reactants Cl[C:2]1[N:7]=[CH:6][C:5]([C:8]([O:10][CH3:11])=[O:9])=[CH:4][CH:3]=1.[C:12]([NH:19][CH:20]1[CH2:25][CH2:24][NH:23][CH2:22][CH2:21]1)([O:14][C:15]([CH3:18])([CH3:17])[CH3:16])=[O:13].CCN(C(C)C)C(C)C, predict the reaction product. The product is: [C:15]([O:14][C:12]([NH:19][CH:20]1[CH2:21][CH2:22][N:23]([C:2]2[N:7]=[CH:6][C:5]([C:8]([O:10][CH3:11])=[O:9])=[CH:4][CH:3]=2)[CH2:24][CH2:25]1)=[O:13])([CH3:18])([CH3:16])[CH3:17].